Task: Predict the reactants needed to synthesize the given product.. Dataset: Full USPTO retrosynthesis dataset with 1.9M reactions from patents (1976-2016) (1) The reactants are: CC1(C)C(C)(C)OB([C:9]2[CH:14]=[CH:13][C:12]([C:15]3([C:21]#[N:22])[CH2:20][CH2:19][O:18][CH2:17][CH2:16]3)=[CH:11][CH:10]=2)O1.C([O-])([O-])=O.[Na+].[Na+].Br[C:31]1[N:32]=[CH:33][C:34]([NH2:37])=[N:35][CH:36]=1. Given the product [NH2:37][C:34]1[N:35]=[CH:36][C:31]([C:9]2[CH:10]=[CH:11][C:12]([C:15]3([C:21]#[N:22])[CH2:16][CH2:17][O:18][CH2:19][CH2:20]3)=[CH:13][CH:14]=2)=[N:32][CH:33]=1, predict the reactants needed to synthesize it. (2) Given the product [F:21][C:2]([F:20])([F:1])[C:3]1[CH:4]=[C:5]([S:9]([CH:10]2[CH2:19][CH2:18][C:13]3([O:14][CH2:15][CH2:16][O:17]3)[CH2:12][CH2:11]2)(=[O:23])=[O:38])[CH:6]=[CH:7][CH:8]=1, predict the reactants needed to synthesize it. The reactants are: [F:1][C:2]([F:21])([F:20])[C:3]1[CH:4]=[C:5]([S:9][CH:10]2[CH2:19][CH2:18][C:13]3([O:17][CH2:16][CH2:15][O:14]3)[CH2:12][CH2:11]2)[CH:6]=[CH:7][CH:8]=1.C([O-])(O)=[O:23].[Na+].C1C=C(Cl)C=C(C(OO)=O)C=1.[OH2:38]. (3) The reactants are: Br[C:2]1[C:15]([CH3:16])=[C:14]([C:17]#[N:18])[C:5]2[N:6]=[C:7]([C:9]([N:11]([CH3:13])[CH3:12])=[O:10])[O:8][C:4]=2[C:3]=1[F:19].C([Sn](CCCC)(CCCC)[C:25]([O:27][CH2:28][CH3:29])=[CH2:26])CCC.C(C1C(O)=C(C(C)(C)C)C=C(C)C=1)(C)(C)C. Given the product [C:17]([C:14]1[C:5]2[N:6]=[C:7]([C:9]([N:11]([CH3:13])[CH3:12])=[O:10])[O:8][C:4]=2[C:3]([F:19])=[C:2]([C:25]([O:27][CH2:28][CH3:29])=[CH2:26])[C:15]=1[CH3:16])#[N:18], predict the reactants needed to synthesize it. (4) Given the product [F:8][C:6]1[CH:5]=[C:4]([C@@H:9]2[CH2:10][O:11][CH2:12][C:13](=[O:15])[N:14]2[C:16]([O:18][C:19]([CH3:22])([CH3:21])[CH3:20])=[O:17])[CH:3]=[C:2]([F:1])[CH:7]=1, predict the reactants needed to synthesize it. The reactants are: [F:1][C:2]1[CH:3]=[C:4]([C@H:9]2[NH:14][C:13](=[O:15])[CH2:12][O:11][CH2:10]2)[CH:5]=[C:6]([F:8])[CH:7]=1.[C:16](O[C:16]([O:18][C:19]([CH3:22])([CH3:21])[CH3:20])=[O:17])([O:18][C:19]([CH3:22])([CH3:21])[CH3:20])=[O:17]. (5) Given the product [CH3:1][O:2][C:3]([C:4]1[CH:5]=[C:6]2[C:7]([CH:10]=[C:11]([C:16]3[CH:21]=[CH:20][CH:19]=[CH:18][CH:17]=3)[NH:14]2)=[CH:8][CH:9]=1)=[O:15], predict the reactants needed to synthesize it. The reactants are: [CH3:1][O:2][C:3](=[O:15])[C:4]1[CH:9]=[CH:8][C:7]([CH:10]=[C:11](Br)Br)=[C:6]([NH2:14])[CH:5]=1.[C:16]1(B(O)O)[CH:21]=[CH:20][CH:19]=[CH:18][CH:17]=1.[O-]P([O-])([O-])=O.[K+].[K+].[K+].O.